Dataset: Catalyst prediction with 721,799 reactions and 888 catalyst types from USPTO. Task: Predict which catalyst facilitates the given reaction. Reactant: C[O:2][C:3]1[CH:8]=[C:7]([C:9]([C:11]2[N:16]3[N:17]=[C:18]([NH:20][C:21]4[CH:26]=[CH:25][C:24]([C:27]([F:30])([F:29])[F:28])=[CH:23][CH:22]=4)[N:19]=[C:15]3[CH:14]=[CH:13][CH:12]=2)=O)[CH:6]=[CH:5][N:4]=1.[CH2:31]([Li])CCC.CON(C)C(=O)C1C=CN=C(OC)C=1. Product: [F:28][C:27]([F:29])([F:30])[C:24]1[CH:23]=[CH:22][C:21]([NH:20][C:18]2[N:19]=[C:15]3[CH:14]=[CH:13][CH:12]=[C:11]([CH:9]([C:7]4[CH:6]=[CH:5][NH:4][C:3](=[O:2])[CH:8]=4)[CH3:31])[N:16]3[N:17]=2)=[CH:26][CH:25]=1. The catalyst class is: 7.